Dataset: Forward reaction prediction with 1.9M reactions from USPTO patents (1976-2016). Task: Predict the product of the given reaction. (1) Given the reactants C1C=CC(P(C2C=CC=CC=2)C2C=CC=CC=2)=CC=1.C1(P(C2C=CC=CC=2)C2C=CC=CC=2)C=CC=CC=1.[CH3:39][CH2:40][N:41]([CH:45]([CH3:47])[CH3:46])[CH:42]([CH3:44])[CH3:43], predict the reaction product. The product is: [CH3:39][CH2:40][N:41]([CH:45]([CH3:47])[CH3:46])[CH:42]([CH3:44])[CH3:43].[CH:42]([N:41]([CH2:40][CH3:39])[CH:45]([CH3:47])[CH3:46])([CH3:44])[CH3:43]. (2) Given the reactants [CH2:1]([O:8][C:9]([NH:11][CH2:12][CH2:13][N:14](C(OC(C)(C)C)=O)[S:15]([NH:18][CH2:19][C:20]([O:22][CH2:23][CH3:24])=[O:21])(=[O:17])=[O:16])=[O:10])[C:2]1[CH:7]=[CH:6][CH:5]=[CH:4][CH:3]=1.C(O)(C(F)(F)F)=O, predict the reaction product. The product is: [CH2:1]([O:8][C:9]([NH:11][CH2:12][CH2:13][NH:14][S:15]([NH:18][CH2:19][C:20]([O:22][CH2:23][CH3:24])=[O:21])(=[O:17])=[O:16])=[O:10])[C:2]1[CH:3]=[CH:4][CH:5]=[CH:6][CH:7]=1. (3) The product is: [CH2:1]([N:8]([CH:22]([CH3:24])[CH3:23])[S:9]([C:12]1[CH:17]=[CH:16][C:15]([CH2:18][C:19]([N:31]2[CH2:30][CH2:29][C:28]3[C:33](=[C:34]([N:37]4[CH2:42][CH2:41][N:40]([CH3:43])[CH2:39][CH2:38]4)[CH:35]=[CH:36][C:27]=3[O:26][CH3:25])[CH2:32]2)=[O:20])=[CH:14][CH:13]=1)(=[O:10])=[O:11])[C:2]1[CH:3]=[CH:4][CH:5]=[CH:6][CH:7]=1. Given the reactants [CH2:1]([N:8]([CH:22]([CH3:24])[CH3:23])[S:9]([C:12]1[CH:17]=[CH:16][C:15]([CH2:18][C:19](O)=[O:20])=[CH:14][CH:13]=1)(=[O:11])=[O:10])[C:2]1[CH:7]=[CH:6][CH:5]=[CH:4][CH:3]=1.[CH3:25][O:26][C:27]1[CH:36]=[CH:35][C:34]([N:37]2[CH2:42][CH2:41][N:40]([CH3:43])[CH2:39][CH2:38]2)=[C:33]2[C:28]=1[CH2:29][CH2:30][NH:31][CH2:32]2.CN(C(ON1N=NC2C=CC=NC1=2)=[N+](C)C)C.F[P-](F)(F)(F)(F)F, predict the reaction product. (4) Given the reactants [C:1]([O:5][C:6](=[O:18])[NH:7][C:8]1[CH:13]=[CH:12][C:11](Br)=[CH:10][C:9]=1[N+:15]([O-:17])=[O:16])([CH3:4])([CH3:3])[CH3:2].[B:19]1([B:19]2[O:23][C:22]([CH3:25])([CH3:24])[C:21]([CH3:27])([CH3:26])[O:20]2)[O:23][C:22]([CH3:25])([CH3:24])[C:21]([CH3:27])([CH3:26])[O:20]1.CC([O-])=O.[K+], predict the reaction product. The product is: [C:1]([O:5][C:6](=[O:18])[NH:7][C:8]1[CH:13]=[CH:12][C:11]([B:19]2[O:23][C:22]([CH3:25])([CH3:24])[C:21]([CH3:27])([CH3:26])[O:20]2)=[CH:10][C:9]=1[N+:15]([O-:17])=[O:16])([CH3:4])([CH3:3])[CH3:2].